From a dataset of Full USPTO retrosynthesis dataset with 1.9M reactions from patents (1976-2016). Predict the reactants needed to synthesize the given product. Given the product [CH3:63][O:62][C:59]([CH:56]1[CH2:57][CH2:58][N:53]([CH2:52][C:47]2[N:48]([CH3:51])[C:49]3[C:45]([N:46]=2)=[C:44]([N:64]2[CH2:65][CH2:66][O:67][CH2:68][CH2:69]2)[N:43]=[C:42]([N:72]2[C:73]4[CH:79]=[CH:78][CH:77]=[CH:76][C:74]=4[N:75]=[C:71]2[CH3:70])[N:50]=3)[CH2:54][CH2:55]1)([CH3:60])[CH3:61], predict the reactants needed to synthesize it. The reactants are: CC(C1C=C(C(C)C)C(C2C=CC=CC=2P(C2CCCCC2)C2CCCCC2)=C(C(C)C)C=1)C.C(=O)([O-])[O-].[Cs+].[Cs+].Cl[C:42]1[N:50]=[C:49]2[C:45]([N:46]=[C:47]([CH2:52][N:53]3[CH2:58][CH2:57][CH:56]([C:59]([O:62][CH3:63])([CH3:61])[CH3:60])[CH2:55][CH2:54]3)[N:48]2[CH3:51])=[C:44]([N:64]2[CH2:69][CH2:68][O:67][CH2:66][CH2:65]2)[N:43]=1.[CH3:70][C:71]1[NH:75][C:74]2[CH:76]=[CH:77][CH:78]=[CH:79][C:73]=2[N:72]=1.